This data is from Catalyst prediction with 721,799 reactions and 888 catalyst types from USPTO. The task is: Predict which catalyst facilitates the given reaction. Reactant: [OH:1][C@@H:2]([CH3:37])[C@@H:3]([NH:6][C:7]([C:9]1[NH:10][C:11]([C:14]2[CH:19]=[C:18]([O:20][C:21]3[CH:22]=[N:23][C:24]([S:27]([CH3:30])(=[O:29])=[O:28])=[CH:25][CH:26]=3)[CH:17]=[C:16]([O:31][C@@H:32]([CH3:36])[CH2:33][O:34][CH3:35])[CH:15]=2)=[CH:12][CH:13]=1)=O)[CH2:4][OH:5].CS(O)(=O)=O.C(N(CC)CC)C.C(=O)([O-])O.[Na+]. Product: [CH3:35][O:34][CH2:33][C@H:32]([CH3:36])[O:31][C:16]1[CH:15]=[C:14]([C:11]2[NH:10][C:9]([C:7]3[O:5][CH2:4][C@@H:3]([C@@H:2]([OH:1])[CH3:37])[N:6]=3)=[CH:13][CH:12]=2)[CH:19]=[C:18]([O:20][C:21]2[CH:22]=[N:23][C:24]([S:27]([CH3:30])(=[O:28])=[O:29])=[CH:25][CH:26]=2)[CH:17]=1. The catalyst class is: 7.